From a dataset of NCI-60 drug combinations with 297,098 pairs across 59 cell lines. Regression. Given two drug SMILES strings and cell line genomic features, predict the synergy score measuring deviation from expected non-interaction effect. (1) Drug 1: CC1=CC2C(CCC3(C2CCC3(C(=O)C)OC(=O)C)C)C4(C1=CC(=O)CC4)C. Drug 2: C1=CN(C=N1)CC(O)(P(=O)(O)O)P(=O)(O)O. Cell line: SK-MEL-5. Synergy scores: CSS=-0.712, Synergy_ZIP=5.41, Synergy_Bliss=4.45, Synergy_Loewe=-10.5, Synergy_HSA=-5.48. (2) Drug 1: C1=CC=C(C(=C1)C(C2=CC=C(C=C2)Cl)C(Cl)Cl)Cl. Drug 2: COCCOC1=C(C=C2C(=C1)C(=NC=N2)NC3=CC=CC(=C3)C#C)OCCOC.Cl. Cell line: HT29. Synergy scores: CSS=-0.608, Synergy_ZIP=0.505, Synergy_Bliss=3.12, Synergy_Loewe=-0.573, Synergy_HSA=-0.0299. (3) Drug 1: C1=NC2=C(N=C(N=C2N1C3C(C(C(O3)CO)O)O)F)N. Drug 2: C1CN(CCN1C(=O)CCBr)C(=O)CCBr. Cell line: NCI-H322M. Synergy scores: CSS=0.496, Synergy_ZIP=0.544, Synergy_Bliss=-1.14, Synergy_Loewe=1.79, Synergy_HSA=-3.11. (4) Drug 1: C1=C(C(=O)NC(=O)N1)N(CCCl)CCCl. Drug 2: CC1CCC2CC(C(=CC=CC=CC(CC(C(=O)C(C(C(=CC(C(=O)CC(OC(=O)C3CCCCN3C(=O)C(=O)C1(O2)O)C(C)CC4CCC(C(C4)OC)O)C)C)O)OC)C)C)C)OC. Cell line: SF-268. Synergy scores: CSS=43.5, Synergy_ZIP=-2.09, Synergy_Bliss=-0.473, Synergy_Loewe=1.40, Synergy_HSA=3.28. (5) Drug 1: C1CC(=O)NC(=O)C1N2CC3=C(C2=O)C=CC=C3N. Drug 2: C1=NC(=NC(=O)N1C2C(C(C(O2)CO)O)O)N. Cell line: SR. Synergy scores: CSS=31.7, Synergy_ZIP=-8.13, Synergy_Bliss=1.38, Synergy_Loewe=10.3, Synergy_HSA=10.6. (6) Drug 1: C1=NC2=C(N=C(N=C2N1C3C(C(C(O3)CO)O)O)F)N. Drug 2: CC1=C(C(=CC=C1)Cl)NC(=O)C2=CN=C(S2)NC3=CC(=NC(=N3)C)N4CCN(CC4)CCO. Cell line: HT29. Synergy scores: CSS=2.84, Synergy_ZIP=3.15, Synergy_Bliss=2.84, Synergy_Loewe=-20.6, Synergy_HSA=-3.66.